From a dataset of Cav3 T-type calcium channel HTS with 100,875 compounds. Binary Classification. Given a drug SMILES string, predict its activity (active/inactive) in a high-throughput screening assay against a specified biological target. (1) The molecule is N=1CCCCCC1Nc1cc(c(cc1)C)C. The result is 0 (inactive). (2) The molecule is N1(C(c2n(nnn2)C(CC)(C)C)c2cc(ccc2)C#N)CCN(CC1)c1c(c(ccc1)C)C. The result is 1 (active). (3) The compound is O=C(NCCCCCCCC)CCNC(=O)c1ccc(C(C)(C)C)cc1. The result is 1 (active). (4) The drug is O=C(N1CCN(CC1)C)c1c(cccc1)c1onc(n1)c1ccccc1. The result is 0 (inactive).